This data is from Peptide-MHC class II binding affinity with 134,281 pairs from IEDB. The task is: Regression. Given a peptide amino acid sequence and an MHC pseudo amino acid sequence, predict their binding affinity value. This is MHC class II binding data. (1) The peptide sequence is LEAKATFYGSNPRGA. The MHC is DRB1_0701 with pseudo-sequence DRB1_0701. The binding affinity (normalized) is 0.406. (2) The peptide sequence is GELQIVDKNDAAFKI. The MHC is DRB4_0101 with pseudo-sequence DRB4_0103. The binding affinity (normalized) is 0.643. (3) The peptide sequence is AAATAGATVYGAFAA. The MHC is HLA-DPA10103-DPB10401 with pseudo-sequence HLA-DPA10103-DPB10401. The binding affinity (normalized) is 0.174. (4) The peptide sequence is TQCMNIMESIPANTI. The binding affinity (normalized) is 0.635. The MHC is DRB1_0802 with pseudo-sequence DRB1_0802. (5) The peptide sequence is DALTLRTATNIWIDH. The MHC is HLA-DQA10101-DQB10501 with pseudo-sequence HLA-DQA10101-DQB10501. The binding affinity (normalized) is 0.271. (6) The peptide sequence is VLMAVVLASLIYRRR. The MHC is DRB4_0101 with pseudo-sequence DRB4_0103. The binding affinity (normalized) is 0. (7) The peptide sequence is DMTYRRLISMMGFKM. The MHC is DRB1_0101 with pseudo-sequence DRB1_0101. The binding affinity (normalized) is 1.00. (8) The peptide sequence is GGSILKISNKFHTKG. The MHC is DRB1_0301 with pseudo-sequence DRB1_0301. The binding affinity (normalized) is 0.681. (9) The peptide sequence is GDNQIMPKAGLLII. The MHC is DRB1_1101 with pseudo-sequence DRB1_1101. The binding affinity (normalized) is 0.267. (10) The peptide sequence is YDKFLANVSTVLLGK. The MHC is DRB1_0405 with pseudo-sequence DRB1_0405. The binding affinity (normalized) is 0.678.